Dataset: Catalyst prediction with 721,799 reactions and 888 catalyst types from USPTO. Task: Predict which catalyst facilitates the given reaction. (1) Product: [OH:1][C:2]1[C:7]([C:8]2[O:12][N:11]=[C:10]([C:13]3[CH:18]=[CH:17][C:16]([P:19]([CH3:24])(=[O:20])[OH:23])=[CH:15][CH:14]=3)[CH:9]=2)=[CH:6][N:5]=[C:4]([C:25]2[CH:30]=[CH:29][CH:28]=[CH:27][N:26]=2)[N:3]=1. The catalyst class is: 38. Reactant: [OH:1][C:2]1[C:7]([C:8]2[O:12][N:11]=[C:10]([C:13]3[CH:18]=[CH:17][C:16]([P:19]([CH3:24])(=[O:23])[O:20]CC)=[CH:15][CH:14]=3)[CH:9]=2)=[CH:6][N:5]=[C:4]([C:25]2[CH:30]=[CH:29][CH:28]=[CH:27][N:26]=2)[N:3]=1.[OH-].[Na+].Cl. (2) Reactant: CO[C:3](=[O:13])[C:4]1[C:9]([I:10])=[CH:8][CH:7]=[CH:6][C:5]=1[CH2:11]Br.[CH3:14][O:15][C:16]1[CH:23]=[CH:22][C:19]([CH2:20][NH2:21])=[CH:18][CH:17]=1.C([O-])([O-])=O.[K+].[K+].C(OCC)(=O)C. Product: [I:10][C:9]1[CH:8]=[CH:7][CH:6]=[C:5]2[C:4]=1[C:3](=[O:13])[N:21]([CH2:20][C:19]1[CH:22]=[CH:23][C:16]([O:15][CH3:14])=[CH:17][CH:18]=1)[CH2:11]2. The catalyst class is: 345. (3) Reactant: [CH2:1]([N:5]1[C:9]2([CH2:14][CH2:13][NH:12][CH2:11][CH2:10]2)[C:8](=[O:15])[N:7]([CH2:16][CH:17]([CH3:19])[CH3:18])[C:6]1=[O:20])[CH2:2][CH2:3][CH3:4].C(N(CC)C(C)C)(C)C.[O-]S([Cl:33])=O.S(Cl)(C1C=CC(C)=CC=1)(=O)=O.[C:45]1([CH2:51][CH2:52][CH2:53][CH2:54][CH2:55][CH2:56]O)[CH:50]=[CH:49][CH:48]=[CH:47][CH:46]=1. Product: [ClH:33].[CH2:1]([N:5]1[C:9]2([CH2:14][CH2:13][N:12]([CH2:56][CH2:55][CH2:54][CH2:53][CH2:52][CH2:51][C:45]3[CH:50]=[CH:49][CH:48]=[CH:47][CH:46]=3)[CH2:11][CH2:10]2)[C:8](=[O:15])[N:7]([CH2:16][CH:17]([CH3:19])[CH3:18])[C:6]1=[O:20])[CH2:2][CH2:3][CH3:4]. The catalyst class is: 10. (4) Product: [C:2]1([O:12][C:13]2[CH:14]=[C:15]([CH:18]=[CH:19][CH:20]=2)[CH:16]=[O:17])[C:11]2[C:6](=[CH:7][CH:8]=[CH:9][CH:10]=2)[CH:5]=[CH:4][CH:3]=1. Reactant: I[C:2]1[C:11]2[C:6](=[CH:7][CH:8]=[CH:9][CH:10]=2)[CH:5]=[CH:4][CH:3]=1.[OH:12][C:13]1[CH:14]=[C:15]([CH:18]=[CH:19][CH:20]=1)[CH:16]=[O:17]. The catalyst class is: 12. (5) Reactant: Cl[C:2]([O:4][C:5]1[CH:10]=[CH:9][C:8]([N+:11]([O-:13])=[O:12])=[CH:7][CH:6]=1)=[O:3].[CH:14]1([C@H:17]([NH2:39])[C:18]([N:20]2[CH2:24][C:23]([C:25]3[CH:30]=[C:29]([F:31])[CH:28]=[CH:27][C:26]=3[F:32])=[CH:22][C@H:21]2[C:33]2[CH:38]=[CH:37][CH:36]=[CH:35][CH:34]=2)=[O:19])[CH2:16][CH2:15]1.C(N(CC)CC)C. Product: [CH:14]1([C@H:17]([NH:39][C:2](=[O:3])[O:4][C:5]2[CH:10]=[CH:9][C:8]([N+:11]([O-:13])=[O:12])=[CH:7][CH:6]=2)[C:18]([N:20]2[CH2:24][C:23]([C:25]3[CH:30]=[C:29]([F:31])[CH:28]=[CH:27][C:26]=3[F:32])=[CH:22][C@H:21]2[C:33]2[CH:34]=[CH:35][CH:36]=[CH:37][CH:38]=2)=[O:19])[CH2:16][CH2:15]1. The catalyst class is: 4. (6) Reactant: [C:1]1(=[O:7])[CH2:6][CH2:5][CH2:4][CH2:3][CH2:2]1.[NH2:8][C:9]([CH3:13])([CH3:12])[CH2:10]O. Product: [CH3:10][C:9]1([CH3:13])[NH:8][C:1]2([CH2:6][CH2:5][CH2:4][CH2:3][CH2:2]2)[O:7][CH2:12]1. The catalyst class is: 11. (7) Reactant: [CH2:1]([S:8][C:9]1[CH:14]=[CH:13][CH:12]=[C:11]([C:15]#[N:16])[N:10]=1)[C:2]1[CH:7]=[CH:6][CH:5]=[CH:4][CH:3]=1.[C:17](OC)(=[O:25])[C:18]1[C:19](=[CH:21][CH:22]=[CH:23][CH:24]=1)[SH:20].C(N(CC)CC)C. Product: [CH2:1]([S:8][C:9]1[N:10]=[C:11]([C:15]2[S:20][C:19]3[CH:21]=[CH:22][CH:23]=[CH:24][C:18]=3[C:17](=[O:25])[N:16]=2)[CH:12]=[CH:13][CH:14]=1)[C:2]1[CH:3]=[CH:4][CH:5]=[CH:6][CH:7]=1. The catalyst class is: 11. (8) Reactant: [NH2:1][C:2]1[C:3](=[O:21])[N:4]([CH2:13][C:14]2[CH:19]=[CH:18][C:17]([Cl:20])=[CH:16][CH:15]=2)[C:5](=[O:12])[N:6]([CH2:9][CH2:10][CH3:11])[C:7]=1[NH2:8].[CH3:22][C:23](=O)[C:24](=O)[CH3:25]. Product: [Cl:20][C:17]1[CH:18]=[CH:19][C:14]([CH2:13][N:4]2[C:3](=[O:21])[C:2]3[C:7](=[N:8][C:23]([CH3:22])=[C:24]([CH3:25])[N:1]=3)[N:6]([CH2:9][CH2:10][CH3:11])[C:5]2=[O:12])=[CH:15][CH:16]=1. The catalyst class is: 12. (9) The catalyst class is: 27. Product: [Br:11][C:8]1[CH:9]=[CH:10][C:5]([C:3](=[O:4])[CH2:2][N:12]2[CH2:16][CH2:15][CH2:14][CH2:13]2)=[CH:6][CH:7]=1. Reactant: Br[CH2:2][C:3]([C:5]1[CH:10]=[CH:9][C:8]([Br:11])=[CH:7][CH:6]=1)=[O:4].[NH:12]1[CH2:16][CH2:15][CH2:14][CH2:13]1.